Dataset: Forward reaction prediction with 1.9M reactions from USPTO patents (1976-2016). Task: Predict the product of the given reaction. (1) The product is: [CH3:2][C@@H:3]1[CH2:7][CH2:6][CH2:5][N:4]1[CH2:8][CH2:9][C:10]1[CH:15]=[CH:14][C:13]([C:20]2[CH:21]=[CH:22][C:23]([C:26](=[O:32])[CH2:27][CH2:28][C:29]([OH:31])=[O:30])=[CH:24][CH:25]=2)=[CH:12][CH:11]=1. Given the reactants Cl.[CH3:2][C@@H:3]1[CH2:7][CH2:6][CH2:5][N:4]1[CH2:8][CH2:9][C:10]1[CH:15]=[CH:14][C:13](B(O)O)=[CH:12][CH:11]=1.Cl[C:20]1[CH:25]=[CH:24][C:23]([C:26](=[O:32])[CH2:27][CH2:28][C:29]([OH:31])=[O:30])=[CH:22][CH:21]=1.C([O-])([O-])=O.[Na+].[Na+].O1CCOCC1, predict the reaction product. (2) Given the reactants C[O:2][C:3](=O)[CH:4]([C:7]1([C:18]#[N:19])[C:15]2[C:10](=[CH:11][CH:12]=[C:13]([Cl:16])[CH:14]=2)[NH:9][C:8]1=[O:17])C#N.Cl.C(O)(=[O:24])C, predict the reaction product. The product is: [Cl:16][C:13]1[CH:14]=[C:15]2[C:7]3([CH2:4][C:3](=[O:2])[NH:19][C:18]3=[O:24])[C:8](=[O:17])[NH:9][C:10]2=[CH:11][CH:12]=1. (3) Given the reactants [CH2:1]([C:8]1[C:9](=[O:18])[NH:10][N:11]([CH:16]=[O:17])[C:12]=1[CH:13]([CH3:15])[CH3:14])[C:2]1[CH:7]=[CH:6][CH:5]=[CH:4][CH:3]=1.C(=O)([O-])[O-].[K+].[K+].[C:25]([O:31][C@@H:32]1[C@@H:37]([O:38][C:39](=[O:44])[C:40]([CH3:43])([CH3:42])[CH3:41])[C@H:36]([O:45][C:46](=[O:51])[C:47]([CH3:50])([CH3:49])[CH3:48])[C@@H:35]([CH2:52][O:53][C:54](=[O:59])[C:55]([CH3:58])([CH3:57])[CH3:56])[O:34][C@@H:33]1Br)(=[O:30])[C:26]([CH3:29])([CH3:28])[CH3:27], predict the reaction product. The product is: [CH2:1]([C:8]1[C:9]([O:18][C@@H:33]2[O:34][C@H:35]([CH2:52][O:53][C:54](=[O:59])[C:55]([CH3:58])([CH3:57])[CH3:56])[C@@H:36]([O:45][C:46](=[O:51])[C:47]([CH3:48])([CH3:49])[CH3:50])[C@H:37]([O:38][C:39](=[O:44])[C:40]([CH3:41])([CH3:42])[CH3:43])[C@H:32]2[O:31][C:25](=[O:30])[C:26]([CH3:29])([CH3:27])[CH3:28])=[N:10][N:11]([CH:16]=[O:17])[C:12]=1[CH:13]([CH3:15])[CH3:14])[C:2]1[CH:7]=[CH:6][CH:5]=[CH:4][CH:3]=1. (4) Given the reactants [N:1]12[CH2:8][CH2:7][CH:4]([CH2:5][CH2:6]1)[C@@H:3]([O:9][C:10]([C:12]1([C:19]3[CH:24]=[CH:23][CH:22]=[CH:21][CH:20]=3)[CH2:18][CH2:17][CH2:16][CH2:15][CH2:14][CH2:13]1)=[O:11])[CH2:2]2.[Cl:25][CH2:26][C:27]([NH:29][C:30]1[N:35]=[CH:34][CH:33]=[CH:32][N:31]=1)=[O:28], predict the reaction product. The product is: [Cl-:25].[C:19]1([C:12]2([C:10]([O:9][C@@H:3]3[CH:4]4[CH2:7][CH2:8][N+:1]([CH2:26][C:27](=[O:28])[NH:29][C:30]5[N:35]=[CH:34][CH:33]=[CH:32][N:31]=5)([CH2:6][CH2:5]4)[CH2:2]3)=[O:11])[CH2:18][CH2:17][CH2:16][CH2:15][CH2:14][CH2:13]2)[CH:20]=[CH:21][CH:22]=[CH:23][CH:24]=1. (5) Given the reactants [ClH:1].[CH3:2][NH:3][C:4](=O)[O:5]C1C=C2C(=CC=1)C(CN(CCC(N1CCC3C=C(OC)C(OC)=CC=3CC1)=O)C)C2.[CH3:37][O:38][C:39]1[C:65]([O:66][CH3:67])=[CH:64][C:42]2[CH2:43][CH2:44][N:45]([C:48](=[O:63])[CH2:49][CH2:50][N:51]([CH2:53][CH:54]3[C:61]4[C:56](=[CH:57][CH:58]=[C:59]([OH:62])[CH:60]=4)[CH2:55]3)[CH3:52])[CH2:46][CH2:47][C:41]=2[CH:40]=1, predict the reaction product. The product is: [ClH:1].[CH3:2][NH:3][C:4](=[O:5])[O:62][C:59]1[CH:60]=[C:61]2[C:56](=[CH:57][CH:58]=1)[CH2:55][CH:54]2[CH2:53][N:51]([CH2:50][CH2:49][C:48]([N:45]1[CH2:46][CH2:47][C:41]2[CH:40]=[C:39]([O:38][CH3:37])[C:65]([O:66][CH3:67])=[CH:64][C:42]=2[CH2:43][CH2:44]1)=[O:63])[CH3:52].